From a dataset of Peptide-MHC class II binding affinity with 134,281 pairs from IEDB. Regression. Given a peptide amino acid sequence and an MHC pseudo amino acid sequence, predict their binding affinity value. This is MHC class II binding data. (1) The peptide sequence is AIKFDFSTGLIIQGL. The MHC is HLA-DQA10301-DQB10302 with pseudo-sequence HLA-DQA10301-DQB10302. The binding affinity (normalized) is 0.350. (2) The peptide sequence is QVVEVTVGLQLIQLIN. The MHC is DRB1_0301 with pseudo-sequence DRB1_0301. The binding affinity (normalized) is 0.123. (3) The peptide sequence is AAGAQLLWQLPLLSI. The MHC is HLA-DPA10201-DPB10101 with pseudo-sequence HLA-DPA10201-DPB10101. The binding affinity (normalized) is 0.934. (4) The peptide sequence is EAIIRILQQLLFIHFRIGCQHSR. The MHC is HLA-DPA10201-DPB11401 with pseudo-sequence HLA-DPA10201-DPB11401. The binding affinity (normalized) is 0.244. (5) The peptide sequence is RNGEVIGLYGNGILV. The MHC is DRB5_0101 with pseudo-sequence DRB5_0101. The binding affinity (normalized) is 0. (6) The peptide sequence is ENVKMEDVGYPIIID. The MHC is HLA-DQA10501-DQB10301 with pseudo-sequence HLA-DQA10501-DQB10301. The binding affinity (normalized) is 0.377. (7) The peptide sequence is LTAAINKGILVTVNP. The MHC is DRB4_0103 with pseudo-sequence DRB4_0103. The binding affinity (normalized) is 0.526. (8) The peptide sequence is APCRIPVIVADDLTA. The MHC is DRB1_0404 with pseudo-sequence DRB1_0404. The binding affinity (normalized) is 0.419. (9) The peptide sequence is WSTLFFTTTLFLHLV. The MHC is DRB1_0101 with pseudo-sequence DRB1_0101. The binding affinity (normalized) is 0.364. (10) The binding affinity (normalized) is 0.517. The MHC is DRB1_1501 with pseudo-sequence DRB1_1501. The peptide sequence is MWALGENMAPEKVDF.